From a dataset of Full USPTO retrosynthesis dataset with 1.9M reactions from patents (1976-2016). Predict the reactants needed to synthesize the given product. (1) Given the product [C:1]([O:45][CH:43]([CH3:44])[CH2:42][O:41][CH3:39])(=[O:3])[CH3:2], predict the reactants needed to synthesize it. The reactants are: [CH2:1]([O:3][Si](OCC)(OCC)OCC)[CH3:2].C[Si](OCC)(OCC)OCC.C1([Si](OC)(OC)OC)C=CC=CC=1.Cl.[CH2:39]([O:41][CH2:42][CH:43]([OH:45])[CH3:44])C. (2) Given the product [C:1]([O:5][C:6]([NH:8][CH:9]([C:10](=[O:12])[NH:27][C@H:28]([C:29](=[O:30])[NH:31][C:32]1[CH:33]=[N:34][C:35]2[C:40]([CH:41]=1)=[CH:39][CH:38]=[CH:37][CH:36]=2)[CH2:42][C:43]1[CH:48]=[CH:47][C:46]([C:49]([F:52])([F:51])[F:50])=[CH:45][CH:44]=1)[C:13]([O:15][CH2:16][CH3:17])=[O:14])=[O:7])([CH3:2])([CH3:3])[CH3:4], predict the reactants needed to synthesize it. The reactants are: [C:1]([O:5][C:6]([NH:8][CH:9]([C:13]([O:15][CH2:16][CH3:17])=[O:14])[C:10]([OH:12])=O)=[O:7])([CH3:4])([CH3:3])[CH3:2].CCN(C(C)C)C(C)C.[NH2:27][C@@H:28]([CH2:42][C:43]1[CH:48]=[CH:47][C:46]([C:49]([F:52])([F:51])[F:50])=[CH:45][CH:44]=1)[C:29]([NH:31][C:32]1[CH:33]=[N:34][C:35]2[C:40]([CH:41]=1)=[CH:39][CH:38]=[CH:37][CH:36]=2)=[O:30].CN(C(ON1N=NC2C=CC=CC1=2)=[N+](C)C)C.[B-](F)(F)(F)F. (3) The reactants are: [F:1][C:2]([F:15])([F:14])[CH2:3][O:4][C:5]1[N:10]=[CH:9][C:8]([CH:11](N)[CH3:12])=[CH:7][CH:6]=1.F[C:17](F)(F)COC1C=CC(C#N)=CC=1. Given the product [F:1][C:2]([F:15])([F:14])[CH2:3][O:4][C:5]1[CH:12]=[CH:11][C:8]([CH:9]([NH2:10])[CH3:17])=[CH:7][CH:6]=1, predict the reactants needed to synthesize it.